Predict which catalyst facilitates the given reaction. From a dataset of Catalyst prediction with 721,799 reactions and 888 catalyst types from USPTO. (1) Reactant: ClC1C=C(C(OO)=[O:9])C=CC=1.[O:12]1[C:16]2[CH:17]=[CH:18][CH:19]=[CH:20][C:15]=2[N:14]=[C:13]1[C:21]1[C:22]([NH2:39])=[N:23][CH:24]=[C:25]([C:27]2[CH:28]=[N:29][N:30]([CH:32]3[CH2:37][CH2:36][N:35]([CH3:38])[CH2:34][CH2:33]3)[CH:31]=2)[CH:26]=1. Product: [O:12]1[C:16]2[CH:17]=[CH:18][CH:19]=[CH:20][C:15]=2[N:14]=[C:13]1[C:21]1[C:22]([NH2:39])=[N:23][CH:24]=[C:25]([C:27]2[CH:28]=[N:29][N:30]([CH:32]3[CH2:33][CH2:34][N+:35]([CH3:38])([O-:9])[CH2:36][CH2:37]3)[CH:31]=2)[CH:26]=1. The catalyst class is: 2. (2) Product: [OH:8][C@H:9]([C:23]1[CH:24]=[C:25]2[C:30](=[CH:31][CH:32]=1)[NH:29][C:28](=[O:33])[CH2:27][CH2:26]2)[CH2:10][N:11]1[CH2:16][CH2:15][C@@H:14]([C:17]2[S:18][CH:19]=[CH:20][CH:21]=2)[C@H:13]([OH:22])[CH2:12]1. The catalyst class is: 1. Reactant: [Si]([O:8][C@H:9]([C:23]1[CH:24]=[C:25]2[C:30](=[CH:31][CH:32]=1)[NH:29][C:28](=[O:33])[CH2:27][CH2:26]2)[CH2:10][N:11]1[CH2:16][CH2:15][C@@H:14]([C:17]2[S:18][CH:19]=[CH:20][CH:21]=2)[C@H:13]([OH:22])[CH2:12]1)(C(C)(C)C)(C)C.CCCC[N+](CCCC)(CCCC)CCCC.[F-].